This data is from NCI-60 drug combinations with 297,098 pairs across 59 cell lines. The task is: Regression. Given two drug SMILES strings and cell line genomic features, predict the synergy score measuring deviation from expected non-interaction effect. Drug 1: CCCS(=O)(=O)NC1=C(C(=C(C=C1)F)C(=O)C2=CNC3=C2C=C(C=N3)C4=CC=C(C=C4)Cl)F. Drug 2: CS(=O)(=O)CCNCC1=CC=C(O1)C2=CC3=C(C=C2)N=CN=C3NC4=CC(=C(C=C4)OCC5=CC(=CC=C5)F)Cl. Cell line: SN12C. Synergy scores: CSS=4.71, Synergy_ZIP=-0.0476, Synergy_Bliss=0.379, Synergy_Loewe=-4.69, Synergy_HSA=-1.66.